This data is from Catalyst prediction with 721,799 reactions and 888 catalyst types from USPTO. The task is: Predict which catalyst facilitates the given reaction. (1) Reactant: O=P12OP3(OP(OP(O3)(O1)=O)(=O)O2)=O.[C:15]1([CH2:21][CH2:22][NH:23][CH:24]=O)[CH:20]=[CH:19][CH:18]=[CH:17][CH:16]=1.[OH-].[Na+]. Product: [CH:24]1[C:20]2[C:15](=[CH:16][CH:17]=[CH:18][CH:19]=2)[CH2:21][CH2:22][N:23]=1. The catalyst class is: 6. (2) Reactant: C(O[C:4](=[O:18])[CH2:5][CH2:6][C:7]1([CH2:11][CH2:12][C:13]([O:15][CH2:16][CH3:17])=[O:14])[CH2:10][CH2:9][CH2:8]1)C.[H-].[Na+].C(O)(=O)C. Product: [O:18]=[C:4]1[CH2:5][CH2:6][C:7]2([CH2:8][CH2:9][CH2:10]2)[CH2:11][CH:12]1[C:13]([O:15][CH2:16][CH3:17])=[O:14]. The catalyst class is: 7.